This data is from Full USPTO retrosynthesis dataset with 1.9M reactions from patents (1976-2016). The task is: Predict the reactants needed to synthesize the given product. (1) Given the product [Cl:4][C:5]1[CH:10]=[CH:9][N:8]=[C:7]([NH:38][C:35](=[O:36])[O:34][CH2:33][CH3:32])[CH:6]=1, predict the reactants needed to synthesize it. The reactants are: CCO.[Cl:4][C:5]1[CH:10]=[CH:9][N:8]=[C:7](C(O)=O)[CH:6]=1.C(P1(=O)OP(CCC)(=O)OP(CCC)(=O)O1)CC.[CH3:32][CH2:33][O:34][C:35](C)=[O:36].[N:38]([Si](C)(C)C)=[N+]=[N-]. (2) Given the product [Br:1][C:2]1[CH:10]=[CH:9][CH:8]=[C:7]2[C:3]=1[CH2:4][CH2:5][NH:6]2, predict the reactants needed to synthesize it. The reactants are: [Br:1][C:2]1[CH:10]=[CH:9][CH:8]=[C:7]2[C:3]=1[CH:4]=[CH:5][NH:6]2.C([SiH](CC)CC)C.C(=O)([O-])O.[Na+]. (3) Given the product [OH:23][C:24]1[CH:29]=[CH:28][C:27]([C:7]2[CH:16]=[C:15]3[C:10]([CH:11]=[C:12]([C:17]([O:19][CH3:20])=[O:18])[N:13]=[CH:14]3)=[CH:9][CH:8]=2)=[CH:26][CH:25]=1, predict the reactants needed to synthesize it. The reactants are: FC(F)(F)S(O[C:7]1[CH:16]=[C:15]2[C:10]([CH:11]=[C:12]([C:17]([O:19][CH3:20])=[O:18])[N:13]=[CH:14]2)=[CH:9][CH:8]=1)(=O)=O.[OH:23][C:24]1[CH:29]=[CH:28][C:27](B(O)O)=[CH:26][CH:25]=1.C([O-])([O-])=O.[Na+].[Na+]. (4) The reactants are: C[O:2][C:3](=[O:19])[CH2:4][O:5][C:6]1[CH:11]=[CH:10][C:9]([S:12]([C:15]([Br:18])([Br:17])[Br:16])(=[O:14])=[O:13])=[CH:8][CH:7]=1.[OH-].[Na+].Cl. Given the product [Br:17][C:15]([Br:16])([Br:18])[S:12]([C:9]1[CH:8]=[CH:7][C:6]([O:5][CH2:4][C:3]([OH:19])=[O:2])=[CH:11][CH:10]=1)(=[O:13])=[O:14], predict the reactants needed to synthesize it.